Dataset: Reaction yield outcomes from USPTO patents with 853,638 reactions. Task: Predict the reaction yield, written as a fraction of the theoretical maximum amount of product (1.0 means a 100% yield; for example, 0.34 means a 34% yield). (1) The reactants are [N:1]1([CH2:7][CH2:8][O:9][N:10]=C(C2C=CC=CC=2)C2C=CC=CC=2)[CH2:6][CH2:5][O:4][CH2:3][CH2:2]1.[ClH:24]. No catalyst specified. The product is [ClH:24].[ClH:24].[N:1]1([CH2:7][CH2:8][O:9][NH2:10])[CH2:6][CH2:5][O:4][CH2:3][CH2:2]1. The yield is 0.630. (2) The reactants are [N:1]1[CH:6]=[CH:5][CH:4]=[CH:3][C:2]=1[C:7]([NH:9][C:10]1[C:11]([C:21]([OH:23])=O)=[N:12][N:13]([CH:15]2[CH2:20][CH2:19][CH2:18][CH2:17][O:16]2)[CH:14]=1)=[O:8].Cl.[C:25]([O:29][CH2:30][CH2:31][CH2:32][NH2:33])([CH3:28])([CH3:27])[CH3:26].CCN=C=NCCCN(C)C.C1C=CC2N(O)N=NC=2C=1.C(N(CC)CC)C.C(=O)([O-])O.[Na+]. The catalyst is CN(C=O)C. The yield is 0.870. The product is [C:25]([O:29][CH2:30][CH2:31][CH2:32][NH:33][C:21]([C:11]1[C:10]([NH:9][C:7]([C:2]2[CH:3]=[CH:4][CH:5]=[CH:6][N:1]=2)=[O:8])=[CH:14][N:13]([CH:15]2[CH2:20][CH2:19][CH2:18][CH2:17][O:16]2)[N:12]=1)=[O:23])([CH3:28])([CH3:27])[CH3:26]. (3) The reactants are [CH:1]1([CH:7]=[C:8]([CH:11]([O:14][CH3:15])[O:12][CH3:13])[C:9]#[N:10])[CH2:6][CH2:5][CH2:4][CH2:3][CH2:2]1.[H][H]. The catalyst is [Pd].CO. The product is [CH3:13][O:12][CH:11]([O:14][CH3:15])[CH:8]([C:9]#[N:10])[CH2:7][CH:1]1[CH2:6][CH2:5][CH2:4][CH2:3][CH2:2]1. The yield is 1.00. (4) The reactants are Cl[C:2]1[N:7]=[C:6]([C:8]2[CH:9]=[C:10]([NH:14][C:15](=[O:17])[CH3:16])[CH:11]=[CH:12][CH:13]=2)[C:5]([CH3:18])=[CH:4][N:3]=1.[CH3:19][N:20]1[CH2:25][CH2:24][N:23]([CH2:26][C:27]2[CH:33]=[CH:32][C:30]([NH2:31])=[CH:29][CH:28]=2)[CH2:22][CH2:21]1. The catalyst is C(Cl)Cl.CO. The product is [CH3:18][C:5]1[C:6]([C:8]2[CH:9]=[C:10]([NH:14][C:15](=[O:17])[CH3:16])[CH:11]=[CH:12][CH:13]=2)=[N:7][C:2]([NH:31][C:30]2[CH:29]=[CH:28][C:27]([CH2:26][N:23]3[CH2:22][CH2:21][N:20]([CH3:19])[CH2:25][CH2:24]3)=[CH:33][CH:32]=2)=[N:3][CH:4]=1. The yield is 0.820. (5) The yield is 0.940. The reactants are Cl[C:2]1[CH:9]=[CH:8][C:5]([C:6]#[N:7])=[CH:4][N:3]=1.[OH:10][C:11]1[CH:19]=[CH:18][C:14]([C:15]([NH2:17])=[O:16])=[CH:13][CH:12]=1.C(=O)([O-])[O-].[K+].[K+].CC(N(C)C)=O. The catalyst is C1(C)C=CC=CC=1. The product is [C:6]([C:5]1[CH:8]=[CH:9][C:2]([O:10][C:11]2[CH:19]=[CH:18][C:14]([C:15]([NH2:17])=[O:16])=[CH:13][CH:12]=2)=[N:3][CH:4]=1)#[N:7]. (6) The yield is 0.380. The reactants are [OH:1]/[N:2]=[C:3](\N)/[CH2:4][O:5][CH3:6].[CH3:8]CN(C(C)C)C(C)C.[N+:17]([C:20]1[CH:28]=[CH:27][C:23]([C:24](Cl)=[O:25])=[CH:22][CH:21]=1)([O-:19])=[O:18]. The product is [N+:17]([C:20]1[CH:28]=[CH:27][C:23]([C:24]([O:1]/[N:2]=[C:3](\[CH3:8])/[CH2:4][O:5][CH3:6])=[O:25])=[CH:22][CH:21]=1)([O-:19])=[O:18]. The catalyst is C(Cl)Cl.